Dataset: Retrosynthesis with 50K atom-mapped reactions and 10 reaction types from USPTO. Task: Predict the reactants needed to synthesize the given product. (1) Given the product COC(=O)c1cc(-c2ccnn2C(C)C)c(C(C)F)cc1N, predict the reactants needed to synthesize it. The reactants are: CCCC[Sn](CCCC)(CCCC)c1ccnn1C(C)C.COC(=O)c1cc(I)c(C(C)F)cc1N. (2) Given the product Cc1ccc2cc(N)ccc2n1, predict the reactants needed to synthesize it. The reactants are: Cc1ccc2cc([N+](=O)[O-])ccc2n1. (3) Given the product CC(C)(C)c1nc2c(C(=O)O)cc(-c3ccccc3)c(N)c2o1, predict the reactants needed to synthesize it. The reactants are: CC(C)(C)c1nc2c(C(=O)O)cc(-c3ccccc3)c([N+](=O)[O-])c2o1. (4) Given the product O=C(COc1ccc(I)cc1)NN=C1C(=O)Nc2ccc(I)cc21, predict the reactants needed to synthesize it. The reactants are: NNC(=O)COc1ccc(I)cc1.O=C1Nc2ccc(I)cc2C1=O. (5) Given the product CC(C)C[C@H](NC(=O)c1ccc(C2CC2)c(OCC2CC2)n1)C(N)=O, predict the reactants needed to synthesize it. The reactants are: CC(C)C[C@H](N)C(N)=O.O=C(O)c1ccc(C2CC2)c(OCC2CC2)n1. (6) The reactants are: COC(=O)c1ccc(OCc2c(-c3ccccn3)noc2C)nc1.NC1CCOCC1. Given the product Cc1onc(-c2ccccn2)c1COc1ccc(C(=O)NC2CCOCC2)cn1, predict the reactants needed to synthesize it. (7) Given the product CCCC(C(=O)O)c1c(C)nc2sc3c(c2c1-c1ccc(CC)cc1)CCC3, predict the reactants needed to synthesize it. The reactants are: CCCC(C(=O)OC)c1c(C)nc2sc3c(c2c1-c1ccc(CC)cc1)CCC3. (8) Given the product Cc1nc(-c2cccc(F)c2)ncc1C(=O)Nn1ccc2cc([N+](=O)[O-])ccc21, predict the reactants needed to synthesize it. The reactants are: Cc1nc(-c2cccc(F)c2)ncc1C(=O)O.Nn1ccc2cc([N+](=O)[O-])ccc21. (9) Given the product Cc1ccc(C[C@@H](COC[C@H](NC(=O)OC(C)(C)C)C(=O)O)[C@@H](OCC(C)C)[C@H](C)O)cc1, predict the reactants needed to synthesize it. The reactants are: COC(=O)[C@H](COC[C@H](Cc1ccc(C)cc1)[C@@H](OCC(C)C)[C@H](C)O)NC(=O)OC(C)(C)C. (10) Given the product CCOCCn1c(N2CCCN(CCC3(c4ccccc4)CCN(C(=O)c4cc(OC)c(O)c(OC)c4)C3)CC2)nc2ccccc21, predict the reactants needed to synthesize it. The reactants are: CCOCCn1c(N2CCCN(CCC3(c4ccccc4)CCN(C(=O)c4cc(OC)c(OS(C)(=O)=O)c(OC)c4)C3)CC2)nc2ccccc21.